Dataset: Peptide-MHC class I binding affinity with 185,985 pairs from IEDB/IMGT. Task: Regression. Given a peptide amino acid sequence and an MHC pseudo amino acid sequence, predict their binding affinity value. This is MHC class I binding data. (1) The peptide sequence is NTTGAEKPKF. The MHC is Mamu-A01 with pseudo-sequence Mamu-A01. The binding affinity (normalized) is 0.219. (2) The peptide sequence is ELRSLYNTV. The MHC is HLA-B51:01 with pseudo-sequence HLA-B51:01. The binding affinity (normalized) is 0. (3) The peptide sequence is AIKCVDIVK. The MHC is HLA-A03:01 with pseudo-sequence HLA-A03:01. The binding affinity (normalized) is 0.259. (4) The peptide sequence is KSWPGVQSF. The MHC is HLA-A31:01 with pseudo-sequence HLA-A31:01. The binding affinity (normalized) is 0.520. (5) The peptide sequence is FPLCLSTTSQ. The binding affinity (normalized) is 0.0215. The MHC is HLA-B51:01 with pseudo-sequence HLA-B51:01. (6) The peptide sequence is LVTGAGSGF. The MHC is HLA-A24:03 with pseudo-sequence HLA-A24:03. The binding affinity (normalized) is 0.0847. (7) The peptide sequence is RLMRTNFLI. The MHC is HLA-A25:01 with pseudo-sequence HLA-A25:01. The binding affinity (normalized) is 0.0847. (8) The binding affinity (normalized) is 0.537. The peptide sequence is KTGMLEMWK. The MHC is HLA-A31:01 with pseudo-sequence HLA-A31:01.